Dataset: Catalyst prediction with 721,799 reactions and 888 catalyst types from USPTO. Task: Predict which catalyst facilitates the given reaction. (1) Reactant: [H-].[Na+].[Si:3]([O:10][C@H:11]([C:35]1[CH:40]=[CH:39][CH:38]=[CH:37][CH:36]=1)[C@H:12]1[CH2:16][CH2:15][C@@H:14]([CH2:17][C:18]2[CH:23]=[CH:22][C:21]([C:24](=[O:27])[NH:25][CH3:26])=[CH:20][CH:19]=2)[N:13]1[C:28]([O:30][C:31]([CH3:34])([CH3:33])[CH3:32])=[O:29])([C:6]([CH3:9])([CH3:8])[CH3:7])([CH3:5])[CH3:4].Br[CH2:42][C:43]1[CH:48]=[CH:47][CH:46]=[CH:45][C:44]=1[F:49].O. Product: [Si:3]([O:10][C@H:11]([C:35]1[CH:36]=[CH:37][CH:38]=[CH:39][CH:40]=1)[C@H:12]1[CH2:16][CH2:15][C@@H:14]([CH2:17][C:18]2[CH:19]=[CH:20][C:21]([C:24](=[O:27])[N:25]([CH2:42][C:43]3[CH:48]=[CH:47][CH:46]=[CH:45][C:44]=3[F:49])[CH3:26])=[CH:22][CH:23]=2)[N:13]1[C:28]([O:30][C:31]([CH3:33])([CH3:32])[CH3:34])=[O:29])([C:6]([CH3:7])([CH3:8])[CH3:9])([CH3:5])[CH3:4]. The catalyst class is: 3. (2) Reactant: [F:1][C:2]1[C:26]([N+:27]([O-:29])=[O:28])=[CH:25][CH:24]=[CH:23][C:3]=1[CH2:4][C:5]1[C:6](=[O:22])[O:7][C:8]2[CH:15]=[C:14]([O:16][C:17](=[O:21])[N:18]([CH3:20])[CH3:19])[CH:13]=[CH:12][C:9]=2[C:10]=1[CH3:11].[Br:30]N1C(=O)CCC1=O.Cl. Product: [Br:30][CH2:11][C:10]1[C:9]2[CH:12]=[CH:13][C:14]([O:16][C:17](=[O:21])[N:18]([CH3:19])[CH3:20])=[CH:15][C:8]=2[O:7][C:6](=[O:22])[C:5]=1[CH2:4][C:3]1[CH:23]=[CH:24][CH:25]=[C:26]([N+:27]([O-:29])=[O:28])[C:2]=1[F:1]. The catalyst class is: 1. (3) Reactant: [CH3:1][C:2]([O:39]C(=O)C)([CH3:38])[C:3]([N:5]1[CH2:8][CH:7]([CH2:9][C:10]2[N:11]([CH3:37])[C:12]3[C:17]([N:18]=2)=[C:16]([N:19]2[CH2:24][CH2:23][O:22][CH2:21][CH2:20]2)[N:15]=[C:14]([N:25]2[C:29]4[CH:30]=[CH:31][CH:32]=[CH:33][C:28]=4[N:27]=[C:26]2[CH:34]([CH3:36])[CH3:35])[N:13]=3)[CH2:6]1)=[O:4].[Li+].[OH-]. Product: [OH:39][C:2]([CH3:38])([CH3:1])[C:3]([N:5]1[CH2:8][CH:7]([CH2:9][C:10]2[N:11]([CH3:37])[C:12]3[C:17]([N:18]=2)=[C:16]([N:19]2[CH2:24][CH2:23][O:22][CH2:21][CH2:20]2)[N:15]=[C:14]([N:25]2[C:29]4[CH:30]=[CH:31][CH:32]=[CH:33][C:28]=4[N:27]=[C:26]2[CH:34]([CH3:35])[CH3:36])[N:13]=3)[CH2:6]1)=[O:4]. The catalyst class is: 36.